Dataset: Peptide-MHC class II binding affinity with 134,281 pairs from IEDB. Task: Regression. Given a peptide amino acid sequence and an MHC pseudo amino acid sequence, predict their binding affinity value. This is MHC class II binding data. (1) The peptide sequence is NVQSLGWNIITFKDK. The MHC is HLA-DQA10201-DQB10301 with pseudo-sequence YNFHERXFATVLHILYFAYTYYDVRTETVHLETT. The binding affinity (normalized) is 0.461. (2) The peptide sequence is QEIDPLSYNYIPVNSN. The MHC is DRB1_0401 with pseudo-sequence DRB1_0401. The binding affinity (normalized) is 0.545.